From a dataset of Full USPTO retrosynthesis dataset with 1.9M reactions from patents (1976-2016). Predict the reactants needed to synthesize the given product. Given the product [Cl:15][C:16]1[CH:21]=[CH:20][C:19]([C@H:22]2[CH2:27][CH2:26][C@H:25]([C:2]3[C:3](=[O:14])[C:4]4[C:9]([C:10](=[O:13])[C:11]=3[Cl:12])=[CH:8][CH:7]=[CH:6][CH:5]=4)[CH2:24][CH2:23]2)=[CH:18][CH:17]=1, predict the reactants needed to synthesize it. The reactants are: Cl[C:2]1[C:3](=[O:14])[C:4]2[C:9]([C:10](=[O:13])[C:11]=1[Cl:12])=[CH:8][CH:7]=[CH:6][CH:5]=2.[Cl:15][C:16]1[CH:21]=[CH:20][C:19]([CH:22]2[CH2:27][CH2:26][CH:25](C(O)=O)[CH2:24][CH2:23]2)=[CH:18][CH:17]=1.S(OOS([O-])(=O)=O)([O-])(=O)=O.[NH4+].[NH4+].